Predict the product of the given reaction. From a dataset of Forward reaction prediction with 1.9M reactions from USPTO patents (1976-2016). (1) The product is: [CH:1]1([NH:7][C:8](=[O:30])[C@H:9]([CH3:29])[CH2:10][C@H:11]([OH:28])[C@@H:12]([NH2:20])[CH2:13][C:14]2[CH:19]=[CH:18][CH:17]=[CH:16][CH:15]=2)[CH2:6][CH2:5][CH2:4][CH2:3][CH2:2]1. Given the reactants [CH:1]1([NH:7][C:8](=[O:30])[C@H:9]([CH3:29])[CH2:10][C@H:11]([OH:28])[C@@H:12]([NH:20]C(OC(C)(C)C)=O)[CH2:13][C:14]2[CH:19]=[CH:18][CH:17]=[CH:16][CH:15]=2)[CH2:6][CH2:5][CH2:4][CH2:3][CH2:2]1.C12CC(CC1)CC2NC(=O)[C@H](C)C[C@H](O)[C@@H](N)CC1C=CC=CC=1, predict the reaction product. (2) Given the reactants [NH:1]1[CH2:11][CH2:10][CH:4]([C:5]([O:7][CH2:8][CH3:9])=[O:6])[CH2:3][CH2:2]1.CCN(CC)CC.[C:19]1([CH3:29])[CH:24]=[CH:23][C:22]([S:25](Cl)(=[O:27])=[O:26])=[CH:21][CH:20]=1, predict the reaction product. The product is: [CH2:8]([O:7][C:5]([CH:4]1[CH2:3][CH2:2][N:1]([S:25]([C:22]2[CH:23]=[CH:24][C:19]([CH3:29])=[CH:20][CH:21]=2)(=[O:27])=[O:26])[CH2:11][CH2:10]1)=[O:6])[CH3:9].